This data is from NCI-60 drug combinations with 297,098 pairs across 59 cell lines. The task is: Regression. Given two drug SMILES strings and cell line genomic features, predict the synergy score measuring deviation from expected non-interaction effect. (1) Drug 1: CCC1=CC2CC(C3=C(CN(C2)C1)C4=CC=CC=C4N3)(C5=C(C=C6C(=C5)C78CCN9C7C(C=CC9)(C(C(C8N6C)(C(=O)OC)O)OC(=O)C)CC)OC)C(=O)OC.C(C(C(=O)O)O)(C(=O)O)O. Drug 2: CCC1(CC2CC(C3=C(CCN(C2)C1)C4=CC=CC=C4N3)(C5=C(C=C6C(=C5)C78CCN9C7C(C=CC9)(C(C(C8N6C)(C(=O)OC)O)OC(=O)C)CC)OC)C(=O)OC)O.OS(=O)(=O)O. Cell line: A498. Synergy scores: CSS=22.0, Synergy_ZIP=-12.0, Synergy_Bliss=-7.17, Synergy_Loewe=-23.3, Synergy_HSA=-3.48. (2) Drug 1: CC1C(C(CC(O1)OC2CC(CC3=C2C(=C4C(=C3O)C(=O)C5=C(C4=O)C(=CC=C5)OC)O)(C(=O)C)O)N)O.Cl. Drug 2: C1=NC(=NC(=O)N1C2C(C(C(O2)CO)O)O)N. Cell line: SK-MEL-28. Synergy scores: CSS=14.8, Synergy_ZIP=-2.77, Synergy_Bliss=9.01, Synergy_Loewe=-2.41, Synergy_HSA=4.64. (3) Drug 1: CC1=C(C=C(C=C1)C(=O)NC2=CC(=CC(=C2)C(F)(F)F)N3C=C(N=C3)C)NC4=NC=CC(=N4)C5=CN=CC=C5. Drug 2: C1CN1C2=NC(=NC(=N2)N3CC3)N4CC4. Cell line: OVCAR-8. Synergy scores: CSS=21.1, Synergy_ZIP=-11.6, Synergy_Bliss=-1.65, Synergy_Loewe=-2.45, Synergy_HSA=-0.481. (4) Cell line: UO-31. Drug 2: CCCS(=O)(=O)NC1=C(C(=C(C=C1)F)C(=O)C2=CNC3=C2C=C(C=N3)C4=CC=C(C=C4)Cl)F. Synergy scores: CSS=34.5, Synergy_ZIP=-2.66, Synergy_Bliss=1.34, Synergy_Loewe=1.06, Synergy_HSA=2.67. Drug 1: CS(=O)(=O)C1=CC(=C(C=C1)C(=O)NC2=CC(=C(C=C2)Cl)C3=CC=CC=N3)Cl. (5) Drug 1: CC1=C2C(C(=O)C3(C(CC4C(C3C(C(C2(C)C)(CC1OC(=O)C(C(C5=CC=CC=C5)NC(=O)OC(C)(C)C)O)O)OC(=O)C6=CC=CC=C6)(CO4)OC(=O)C)OC)C)OC. Drug 2: CS(=O)(=O)C1=CC(=C(C=C1)C(=O)NC2=CC(=C(C=C2)Cl)C3=CC=CC=N3)Cl. Cell line: RXF 393. Synergy scores: CSS=34.8, Synergy_ZIP=-7.01, Synergy_Bliss=-7.53, Synergy_Loewe=-5.59, Synergy_HSA=-4.11.